From a dataset of Full USPTO retrosynthesis dataset with 1.9M reactions from patents (1976-2016). Predict the reactants needed to synthesize the given product. (1) Given the product [ClH:46].[ClH:46].[F:1][C:2]1[CH:3]=[C:4]2[C:8](=[CH:9][CH:10]=1)[CH2:7][N:6]([N:11]([CH3:45])[C:12](=[O:44])[CH2:13][N:14]([C:31]1[CH:36]=[CH:35][C:34]([C:37]3[N:41]=[C:40]([CH3:42])[O:39][N:38]=3)=[CH:33][C:32]=1[CH3:43])[CH2:15][C:16]([NH:18][CH2:19][CH2:20][NH:21][CH2:22][CH3:23])=[O:17])[CH2:5]2, predict the reactants needed to synthesize it. The reactants are: [F:1][C:2]1[CH:3]=[C:4]2[C:8](=[CH:9][CH:10]=1)[CH2:7][N:6]([N:11]([CH3:45])[C:12](=[O:44])[CH2:13][N:14]([C:31]1[CH:36]=[CH:35][C:34]([C:37]3[N:41]=[C:40]([CH3:42])[O:39][N:38]=3)=[CH:33][C:32]=1[CH3:43])[CH2:15][C:16]([NH:18][CH2:19][CH2:20][N:21](C(OC(C)(C)C)=O)[CH2:22][CH3:23])=[O:17])[CH2:5]2.[ClH:46].O1CCOCC1.Cl.C(OCC)(=O)C. (2) Given the product [CH3:1][O:2][C:3](=[O:12])[CH:4]([Br:13])[C:5]1[CH:10]=[CH:9][C:8]([F:11])=[CH:7][CH:6]=1, predict the reactants needed to synthesize it. The reactants are: [CH3:1][O:2][C:3](=[O:12])[CH2:4][C:5]1[CH:10]=[CH:9][C:8]([F:11])=[CH:7][CH:6]=1.[Br:13]([O-])(=O)=O.[Na+].OS([O-])=O.[Na+]. (3) Given the product [C:2]1([CH3:8])[CH:3]=[CH:4][CH:5]=[C:6]([O:7][CH2:10][C:11]#[N:12])[CH:1]=1, predict the reactants needed to synthesize it. The reactants are: [CH:1]1[C:6]([OH:7])=[CH:5][CH:4]=[CH:3][C:2]=1[CH3:8].Br[CH2:10][C:11]#[N:12]. (4) Given the product [Li+:30].[CH3:24][N:22]([CH3:23])[C:18]1[C:17]([F:25])=[C:16]([CH:21]=[CH:20][CH:19]=1)[O:15][C:13]1[CH2:14][N:10]([C@@H:5]([CH2:6][CH:7]([CH3:9])[CH3:8])[C:4]([O-:27])=[O:3])[C:11](=[O:26])[CH:12]=1, predict the reactants needed to synthesize it. The reactants are: C([O:3][C:4](=[O:27])[C@@H:5]([N:10]1[CH2:14][C:13]([O:15][C:16]2[CH:21]=[CH:20][CH:19]=[C:18]([N:22]([CH3:24])[CH3:23])[C:17]=2[F:25])=[CH:12][C:11]1=[O:26])[CH2:6][CH:7]([CH3:9])[CH3:8])C.O.[OH-].[Li+:30]. (5) Given the product [CH3:11][C:6]1[NH:7][C:8]2[C:4]([CH:5]=1)=[CH:3][C:2]([B:23]1[O:27][C:26]([CH3:29])([CH3:28])[C:25]([CH3:31])([CH3:30])[O:24]1)=[CH:10][CH:9]=2, predict the reactants needed to synthesize it. The reactants are: Br[C:2]1[CH:3]=[C:4]2[C:8](=[CH:9][CH:10]=1)[NH:7][C:6]([CH3:11])=[CH:5]2.[H-].[K+].C([Li])(C)(C)C.C(O[B:23]1[O:27][C:26]([CH3:29])([CH3:28])[C:25]([CH3:31])([CH3:30])[O:24]1)(C)C. (6) Given the product [NH2:11][C:2]1[N:7]=[C:6]([Cl:8])[N:5]=[C:4]([Cl:9])[N:3]=1, predict the reactants needed to synthesize it. The reactants are: Cl[C:2]1[N:7]=[C:6]([Cl:8])[N:5]=[C:4]([Cl:9])[N:3]=1.[OH-].[NH4+:11].